Dataset: TCR-epitope binding with 47,182 pairs between 192 epitopes and 23,139 TCRs. Task: Binary Classification. Given a T-cell receptor sequence (or CDR3 region) and an epitope sequence, predict whether binding occurs between them. (1) The epitope is RPHERNGFTVL. The TCR CDR3 sequence is CASSLAGSSYEQYF. Result: 0 (the TCR does not bind to the epitope). (2) Result: 1 (the TCR binds to the epitope). The TCR CDR3 sequence is CASTLIPSGGEQFF. The epitope is ELAGIGILTV. (3) The epitope is RLQSLQTYV. The TCR CDR3 sequence is CASANPDTQYF. Result: 0 (the TCR does not bind to the epitope). (4) The epitope is FLNRFTTTL. The TCR CDR3 sequence is CASSQDGVAVGTEAFF. Result: 1 (the TCR binds to the epitope). (5) The epitope is ELAGIGILTV. The TCR CDR3 sequence is CASSHRDGQDQPQHF. Result: 1 (the TCR binds to the epitope). (6) The epitope is CINGVCWTV. The TCR CDR3 sequence is CASSLTGGAGAFF. Result: 0 (the TCR does not bind to the epitope). (7) The epitope is TPRVTGGGAM. The TCR CDR3 sequence is CASSSRQGNLIDEQFF. Result: 1 (the TCR binds to the epitope). (8) The epitope is KLPDDFTGCV. The TCR CDR3 sequence is CSALAGVEQFF. Result: 0 (the TCR does not bind to the epitope). (9) The epitope is GVAMPNLYK. The TCR CDR3 sequence is CSVEGQGGGASYNEQFF. Result: 0 (the TCR does not bind to the epitope). (10) The epitope is AMFWSVPTV. Result: 0 (the TCR does not bind to the epitope). The TCR CDR3 sequence is CASSQASPGDEQFF.